This data is from Reaction yield outcomes from USPTO patents with 853,638 reactions. The task is: Predict the reaction yield, written as a fraction of the theoretical maximum amount of product (1.0 means a 100% yield; for example, 0.34 means a 34% yield). (1) The yield is 0.500. The catalyst is C1COCC1. The reactants are [CH2:1]([OH:5])[CH2:2][CH2:3][OH:4].C(N(CC)CC)C.[C:13](Cl)(=[O:16])[CH:14]=[CH2:15]. The product is [C:13]([O:4][CH2:3][CH2:2][CH2:1][OH:5])(=[O:16])[CH:14]=[CH2:15]. (2) The reactants are [F:1][C:2]1[CH:8]=[C:7]([I:9])[CH:6]=[CH:5][C:3]=1[NH2:4].[F:10][C:11]1[CH:16]=[C:15]([O:17][CH2:18][CH2:19][O:20][CH3:21])[C:14]([N+:22]([O-:24])=[O:23])=[C:13](F)[C:12]=1[F:26]. No catalyst specified. The product is [F:26][C:12]1[C:11]([F:10])=[CH:16][C:15]([O:17][CH2:18][CH2:19][O:20][CH3:21])=[C:14]([N+:22]([O-:24])=[O:23])[C:13]=1[NH:4][C:3]1[CH:5]=[CH:6][C:7]([I:9])=[CH:8][C:2]=1[F:1]. The yield is 0.320. (3) The catalyst is C(OCC)C. The reactants are [H-].[H-].[H-].[H-].[Li+].[Al+3].[C:7]([C:9]1[CH:16]=[CH:15][C:12]([CH2:13][OH:14])=[CH:11][CH:10]=1)#[N:8].O.[OH-].[Na+]. The yield is 0.290. The product is [NH2:8][CH2:7][C:9]1[CH:16]=[CH:15][C:12]([CH2:13][OH:14])=[CH:11][CH:10]=1. (4) The reactants are [F:1][C:2]1[CH:3]=[C:4]([CH2:9][OH:10])[CH:5]=[N:6][C:7]=1[CH3:8].CO. The catalyst is C(Cl)Cl. The product is [F:1][C:2]1[CH:3]=[C:4]([CH:9]=[O:10])[CH:5]=[N:6][C:7]=1[CH3:8]. The yield is 0.280. (5) The reactants are [NH2:1][C:2]1[CH:3]=[CH:4][CH:5]=[C:6]2[C:11]=1[N:10]=[CH:9][CH:8]=[CH:7]2.[F:12][C:13]([F:26])([F:25])[O:14][C:15]1[CH:20]=[CH:19][CH:18]=[CH:17][C:16]=1[S:21](Cl)(=[O:23])=[O:22]. The yield is 0.600. The catalyst is CN(C1C=CN=CC=1)C. The product is [N:10]1[C:11]2[C:6](=[CH:5][CH:4]=[CH:3][C:2]=2[NH:1][S:21]([C:16]2[CH:17]=[CH:18][CH:19]=[CH:20][C:15]=2[O:14][C:13]([F:12])([F:25])[F:26])(=[O:23])=[O:22])[CH:7]=[CH:8][CH:9]=1.